Dataset: Reaction yield outcomes from USPTO patents with 853,638 reactions. Task: Predict the reaction yield, written as a fraction of the theoretical maximum amount of product (1.0 means a 100% yield; for example, 0.34 means a 34% yield). The reactants are C([O:3][C:4](=O)[C:5]([F:13])([F:12])[C:6]1[CH:11]=[CH:10][CH:9]=[CH:8][CH:7]=1)C.[BH4-].[Na+].Cl. The catalyst is C(O)C. The product is [F:12][C:5]([F:13])([C:6]1[CH:7]=[CH:8][CH:9]=[CH:10][CH:11]=1)[CH2:4][OH:3]. The yield is 0.861.